Dataset: Catalyst prediction with 721,799 reactions and 888 catalyst types from USPTO. Task: Predict which catalyst facilitates the given reaction. (1) Reactant: [CH3:1][O:2][C:3]([C@H:5]1[CH2:10][CH2:9][C@H:8]([C:11]([OH:13])=O)[CH2:7][CH2:6]1)=[O:4].Cl.[CH3:15][NH:16][CH3:17].Cl.C(N=C=NCCCN(C)C)C.C(N(CC)CC)C. Product: [CH3:15][N:16]([CH3:17])[C:11]([C@H:8]1[CH2:9][CH2:10][C@H:5]([C:3]([O:2][CH3:1])=[O:4])[CH2:6][CH2:7]1)=[O:13]. The catalyst class is: 22. (2) Reactant: [N:1]1[CH:6]=[CH:5][CH:4]=[C:3]2[CH2:7][CH2:8][C:9]([C:15](OCC)=[O:16])([C:10]([O:12][CH2:13][CH3:14])=[O:11])[C:2]=12. Product: [OH:16][CH2:15][C:9]1([C:10]([O:12][CH2:13][CH3:14])=[O:11])[C:2]2=[N:1][CH:6]=[CH:5][CH:4]=[C:3]2[CH2:7][CH2:8]1. The catalyst class is: 1. (3) Reactant: [Cl:1][C:2]1[CH:7]=[CH:6][CH:5]=[CH:4][C:3]=1[N:8]1[C:12]2[CH:13]=[CH:14][C:15]([CH:17]=[O:18])=[CH:16][C:11]=2[N:10]([CH3:19])[C:9]1=[O:20].C1(C)C=CC(S([CH:30]([N+:38]#[C-:39])[C:31]2[CH:32]=[C:33]([CH3:37])[CH:34]=[CH:35][CH:36]=2)(=O)=O)=CC=1.C(=O)([O-])[O-].[K+].[K+]. Product: [Cl:1][C:2]1[CH:7]=[CH:6][CH:5]=[CH:4][C:3]=1[N:8]1[C:12]2[CH:13]=[CH:14][C:15]([C:17]3[O:18][CH:39]=[N:38][C:30]=3[C:31]3[CH:32]=[C:33]([CH3:37])[CH:34]=[CH:35][CH:36]=3)=[CH:16][C:11]=2[N:10]([CH3:19])[C:9]1=[O:20]. The catalyst class is: 3. (4) Reactant: C1C=C[NH+]=CC=1.[O-][Cr](Cl)(=O)=O.[OH:12][CH2:13][C:14]1[CH:15]=[C:16]([C:20]2[NH:24][C:23](=[O:25])[O:22][N:21]=2)[CH:17]=[CH:18][CH:19]=1.ClCCl. Product: [O:25]=[C:23]1[O:22][N:21]=[C:20]([C:16]2[CH:15]=[C:14]([CH:19]=[CH:18][CH:17]=2)[CH:13]=[O:12])[NH:24]1. The catalyst class is: 7. (5) Reactant: [CH3:1][O:2][C:3]1[CH:4]=[C:5]([CH:8]=[CH:9][C:10]=1[O:11][CH3:12])[CH2:6][NH2:7].C[Al](C)C.[F:17][C:18]1[C:23]([C:24]2[CH:25]=[C:26]([C:36](OC)=[O:37])[C:27]([C:30]3[CH:35]=[CH:34][CH:33]=[CH:32][N:31]=3)=[N:28][CH:29]=2)=[CH:22][C:21]([CH3:40])=[CH:20][N:19]=1. Product: [CH3:1][O:2][C:3]1[CH:4]=[C:5]([CH:8]=[CH:9][C:10]=1[O:11][CH3:12])[CH2:6][NH:7][C:36]([C:26]1[C:27]([C:30]2[CH:35]=[CH:34][CH:33]=[CH:32][N:31]=2)=[N:28][CH:29]=[C:24]([C:23]2[C:18]([F:17])=[N:19][CH:20]=[C:21]([CH3:40])[CH:22]=2)[CH:25]=1)=[O:37]. The catalyst class is: 133. (6) The catalyst class is: 7. Product: [O:8]1[CH2:9][CH2:10][O:11][CH:7]1[C:3]1[S:4][C:5]([CH:25]=[O:26])=[CH:6][C:2]=1[CH3:1]. Reactant: [CH3:1][C:2]1[CH:6]=[CH:5][S:4][C:3]=1[CH:7]1[O:11][CH2:10][CH2:9][O:8]1.CCCCCC.C([Li])CCC.CN(C)[CH:25]=[O:26].[Cl-].[NH4+].